Task: Predict the reactants needed to synthesize the given product.. Dataset: Full USPTO retrosynthesis dataset with 1.9M reactions from patents (1976-2016) (1) Given the product [CH3:21][O:20][C:18]([C:16]1[N:15]=[N:14][N:13]([C@H:12]2[C@@H:11]([OH:22])[C@@H:10]([CH2:26][OH:27])[O:9][C@@H:6]([S:7][CH3:8])[C@@H:5]2[OH:4])[CH:17]=1)=[O:19], predict the reactants needed to synthesize it. The reactants are: C([O:4][C@@H:5]1[C@@H:12]([N:13]2[CH:17]=[C:16]([C:18]([O:20][CH3:21])=[O:19])[N:15]=[N:14]2)[C@@H:11]([O:22]C(=O)C)[C@@H:10]([CH2:26][O:27]C(=O)C)[O:9][C@H:6]1[S:7][CH3:8])(=O)C.C[O-].[Na+]. (2) The reactants are: [CH2:1]([O:8][C:9]1[CH:14]=[CH:13][C:12]([N:15]([CH3:59])[C:16]([C:18]2[CH:19]=[C:20]([C:27]3[CH:28]=[C:29]4[C:34](=[CH:35][C:36]=3[C:37]([N:39]3[C@H:48]([CH2:49][N:50]5[CH2:55][CH2:54][O:53][CH2:52][CH2:51]5)[CH2:47][C:46]5[C:41](=[CH:42][CH:43]=[CH:44][CH:45]=5)[CH2:40]3)=[O:38])[CH2:33][N:32]([C:56](Cl)=[O:57])[CH2:31][CH2:30]4)[N:21]3[C:26]=2[CH2:25][CH2:24][CH2:23][CH2:22]3)=[O:17])=[CH:11][CH:10]=1)[C:2]1[CH:7]=[CH:6][CH:5]=[CH:4][CH:3]=1.C(=O)([O-])[O-].[K+].[K+].[CH3:66][C:67]1[CH:68]=[C:69]([OH:73])[CH:70]=[CH:71][CH:72]=1. Given the product [CH2:1]([O:8][C:9]1[CH:14]=[CH:13][C:12]([N:15]([CH3:59])[C:16]([C:18]2[CH:19]=[C:20]([C:27]3[CH:28]=[C:29]4[C:34](=[CH:35][C:36]=3[C:37]([N:39]3[C@H:48]([CH2:49][N:50]5[CH2:55][CH2:54][O:53][CH2:52][CH2:51]5)[CH2:47][C:46]5[C:41](=[CH:42][CH:43]=[CH:44][CH:45]=5)[CH2:40]3)=[O:38])[CH2:33][N:32]([C:56]([O:73][C:69]3[CH:70]=[CH:71][CH:72]=[C:67]([CH3:66])[CH:68]=3)=[O:57])[CH2:31][CH2:30]4)[N:21]3[C:26]=2[CH2:25][CH2:24][CH2:23][CH2:22]3)=[O:17])=[CH:11][CH:10]=1)[C:2]1[CH:7]=[CH:6][CH:5]=[CH:4][CH:3]=1, predict the reactants needed to synthesize it.